Dataset: Reaction yield outcomes from USPTO patents with 853,638 reactions. Task: Predict the reaction yield, written as a fraction of the theoretical maximum amount of product (1.0 means a 100% yield; for example, 0.34 means a 34% yield). (1) The reactants are [Br:1][C:2]1[C:7]([O:8][CH3:9])=[CH:6][C:5]([C:10]2[O:11][CH:12]=[CH:13][CH:14]=2)=[CH:4][C:3]=1[O:15][CH3:16].CON(C)[C:20](=[O:36])[CH:21]([O:34][CH3:35])[C:22]1[CH:27]=[CH:26][C:25]([C:28]2[O:29][C:30]([CH3:33])=[N:31][N:32]=2)=[CH:24][CH:23]=1. No catalyst specified. The product is [Br:1][C:2]1[C:7]([O:8][CH3:9])=[CH:6][C:5]([C:10]2[O:11][C:12]([C:20](=[O:36])[CH:21]([O:34][CH3:35])[C:22]3[CH:23]=[CH:24][C:25]([C:28]4[O:29][C:30]([CH3:33])=[N:31][N:32]=4)=[CH:26][CH:27]=3)=[CH:13][CH:14]=2)=[CH:4][C:3]=1[O:15][CH3:16]. The yield is 0.400. (2) The yield is 0.982. The product is [C:32]([O:31][C:29](=[O:30])[CH2:28][C:21]1([C:25]([O:27][CH2:1][C:2]2[CH:7]=[CH:6][CH:5]=[CH:4][CH:3]=2)=[O:26])[CH:22]([CH3:24])[CH2:23][N:19]([C:17]([O:16][CH2:9][C:10]2[CH:11]=[CH:12][CH:13]=[CH:14][CH:15]=2)=[O:18])[CH2:20]1)([CH3:34])([CH3:33])[CH3:35]. The reactants are [CH2:1](Br)[C:2]1[CH:7]=[CH:6][CH:5]=[CH:4][CH:3]=1.[CH2:9]([O:16][C:17]([N:19]1[CH2:23][CH:22]([CH3:24])[C:21]([CH2:28][C:29]([O:31][C:32]([CH3:35])([CH3:34])[CH3:33])=[O:30])([C:25]([OH:27])=[O:26])[CH2:20]1)=[O:18])[C:10]1[CH:15]=[CH:14][CH:13]=[CH:12][CH:11]=1.C(=O)([O-])[O-].[K+].[K+].CN(C)C=O. The catalyst is O. (3) The reactants are [Cl:1][C:2]([Cl:45])([Cl:44])[C:3]([O:6][C:7]([N:9]1[CH:14]2[C:15]([C:34](O)=[O:35])=[C:16]([C:18]3[O:22][N:21]=[C:20]([CH2:23][CH2:24][CH2:25][O:26][Si:27]([C:30]([CH3:33])([CH3:32])[CH3:31])([CH3:29])[CH3:28])[CH:19]=3)[CH2:17][CH:10]1[CH2:11][N:12]([C:37]([O:39][C:40]([CH3:43])([CH3:42])[CH3:41])=[O:38])[CH2:13]2)=[O:8])([CH3:5])[CH3:4].[CH:46]1([NH:49][CH2:50][C:51]2[CH:56]=[CH:55][CH:54]=[C:53]([Cl:57])[C:52]=2[Cl:58])[CH2:48][CH2:47]1.CCN(C(C)C)C(C)C.C1C=CC2N(O)N=NC=2C=1.CCN=C=NCCCN(C)C.Cl. The catalyst is CN(C1C=CN=CC=1)C.C(Cl)Cl. The product is [Cl:44][C:2]([Cl:1])([Cl:45])[C:3]([O:6][C:7]([N:9]1[CH:14]2[C:15]([C:34](=[O:35])[N:49]([CH:46]3[CH2:47][CH2:48]3)[CH2:50][C:51]3[CH:56]=[CH:55][CH:54]=[C:53]([Cl:57])[C:52]=3[Cl:58])=[C:16]([C:18]3[O:22][N:21]=[C:20]([CH2:23][CH2:24][CH2:25][O:26][Si:27]([C:30]([CH3:33])([CH3:32])[CH3:31])([CH3:29])[CH3:28])[CH:19]=3)[CH2:17][CH:10]1[CH2:11][N:12]([C:37]([O:39][C:40]([CH3:43])([CH3:42])[CH3:41])=[O:38])[CH2:13]2)=[O:8])([CH3:4])[CH3:5]. The yield is 0.350. (4) The reactants are FC(F)(F)S(O[C:7]1[CH:8]=[CH:9][C:10]2[O:14][C:13]([C:15]3[CH:20]=[CH:19][C:18]([F:21])=[CH:17][CH:16]=3)=[C:12]([C:22](=[O:25])[NH:23][CH3:24])[C:11]=2[CH:26]=1)(=O)=O.O1CCOCC1.B([C:38]1[CH:39]=[C:40]([Cl:47])[CH:41]=[C:42]([CH:46]=1)[C:43]([OH:45])=[O:44])(O)O.C(=O)([O-])[O-].[Cs+].[Cs+]. The catalyst is Cl.C1C=CC([P]([Pd]([P](C2C=CC=CC=2)(C2C=CC=CC=2)C2C=CC=CC=2)([P](C2C=CC=CC=2)(C2C=CC=CC=2)C2C=CC=CC=2)[P](C2C=CC=CC=2)(C2C=CC=CC=2)C2C=CC=CC=2)(C2C=CC=CC=2)C2C=CC=CC=2)=CC=1.O. The product is [Cl:47][C:40]1[CH:41]=[C:42]([CH:46]=[C:38]([C:7]2[CH:8]=[CH:9][C:10]3[O:14][C:13]([C:15]4[CH:20]=[CH:19][C:18]([F:21])=[CH:17][CH:16]=4)=[C:12]([C:22](=[O:25])[NH:23][CH3:24])[C:11]=3[CH:26]=2)[CH:39]=1)[C:43]([OH:45])=[O:44]. The yield is 1.00.